From a dataset of Full USPTO retrosynthesis dataset with 1.9M reactions from patents (1976-2016). Predict the reactants needed to synthesize the given product. (1) The reactants are: [Cl:1][C:2]1[C:11]2[C:6](=[CH:7][CH:8]=[CH:9][CH:10]=2)[N:5]=[C:4](I)[C:3]=1[F:13].C(O)CCC.C(=O)([O-])[O-].[Cs+].[Cs+].[O:25]1[C:29]2[CH:30]=[CH:31][C:32](B(O)O)=[CH:33][C:28]=2[O:27][CH2:26]1. Given the product [O:25]1[C:29]2[CH:30]=[CH:31][C:32]([C:4]3[C:3]([F:13])=[C:2]([Cl:1])[C:11]4[C:6](=[CH:7][CH:8]=[CH:9][CH:10]=4)[N:5]=3)=[CH:33][C:28]=2[O:27][CH2:26]1, predict the reactants needed to synthesize it. (2) Given the product [CH2:1]([O:8][C:9](=[O:32])[NH:10][C:11]1([CH2:15][O:16][C:17]2[CH:22]=[CH:21][C:20]([C:34]3[CH:35]=[CH:36][C:37]4[N:38]([C:40]([C:43]5[CH:48]=[N:47][C:46]([NH2:49])=[C:45]([C:50]([F:52])([F:51])[F:53])[CH:44]=5)=[CH:41][N:42]=4)[N:39]=3)=[CH:19][CH:18]=2)[CH2:14][O:13][CH2:12]1)[C:2]1[CH:3]=[CH:4][CH:5]=[CH:6][CH:7]=1, predict the reactants needed to synthesize it. The reactants are: [CH2:1]([O:8][C:9](=[O:32])[NH:10][C:11]1([CH2:15][O:16][C:17]2[CH:22]=[CH:21][C:20](B3OC(C)(C)C(C)(C)O3)=[CH:19][CH:18]=2)[CH2:14][O:13][CH2:12]1)[C:2]1[CH:7]=[CH:6][CH:5]=[CH:4][CH:3]=1.Cl[C:34]1[CH:35]=[CH:36][C:37]2[N:38]([C:40]([C:43]3[CH:44]=[C:45]([C:50]([F:53])([F:52])[F:51])[C:46]([NH2:49])=[N:47][CH:48]=3)=[CH:41][N:42]=2)[N:39]=1.C(=O)([O-])[O-].[K+].[K+].C(O)C. (3) Given the product [CH:1]1[C:10]2[C:5](=[CH:6][CH:7]=[CH:8][CH:9]=2)[CH:4]=[CH:3][C:2]=1[CH:11]1[C:16]2=[N:17][S:18](=[O:21])(=[O:22])[CH2:19][CH2:20][N:15]2[CH2:14][CH2:13][CH2:12]1, predict the reactants needed to synthesize it. The reactants are: [CH:1]1[C:10]2[C:5](=[CH:6][CH:7]=[CH:8][CH:9]=2)[CH:4]=[CH:3][C:2]=1[C:11]1[C:16]2=[N:17][S:18](=[O:22])(=[O:21])[CH2:19][CH2:20][N:15]2[CH:14]=[CH:13][CH:12]=1. (4) Given the product [ClH:40].[CH2:9]1[C:10]2[C:15](=[CH:14][CH:13]=[CH:12][CH:11]=2)[CH2:16][CH2:17][N:8]1[CH2:7][CH2:6][CH2:5][CH2:4][NH:3][S:37]([C:27]1[C:36]2[C:31](=[CH:32][CH:33]=[CH:34][CH:35]=2)[CH:30]=[CH:29][CH:28]=1)(=[O:39])=[O:38], predict the reactants needed to synthesize it. The reactants are: Cl.Cl.[NH2:3][CH2:4][CH2:5][CH2:6][CH2:7][N:8]1[CH2:17][CH2:16][C:15]2[C:10](=[CH:11][CH:12]=[CH:13][CH:14]=2)[CH2:9]1.C(N(CC)C(C)C)(C)C.[C:27]1([S:37]([Cl:40])(=[O:39])=[O:38])[C:36]2[C:31](=[CH:32][CH:33]=[CH:34][CH:35]=2)[CH:30]=[CH:29][CH:28]=1. (5) Given the product [Si:17]([O:5][CH2:4][C:3]([CH3:7])([CH3:6])[CH2:2][NH2:1])([C:13]([CH3:16])([CH3:15])[CH3:14])([CH3:19])[CH3:18], predict the reactants needed to synthesize it. The reactants are: [NH2:1][CH2:2][C:3]([CH3:7])([CH3:6])[CH2:4][OH:5].N1C=CN=C1.[C:13]([Si:17](Cl)([CH3:19])[CH3:18])([CH3:16])([CH3:15])[CH3:14]. (6) Given the product [CH3:13][O:12][C:7]1[C:8]([NH2:9])=[C:3]([O:2][CH3:1])[N:4]=[C:5]([N:14]([CH3:21])[CH:15]2[CH2:19][CH2:18][N:17]([CH3:20])[CH2:16]2)[N:6]=1, predict the reactants needed to synthesize it. The reactants are: [CH3:1][O:2][C:3]1[C:8]([N+:9]([O-])=O)=[C:7]([O:12][CH3:13])[N:6]=[C:5]([N:14]([CH3:21])[CH:15]2[CH2:19][CH2:18][N:17]([CH3:20])[CH2:16]2)[N:4]=1.